Predict hERG channel inhibition at various concentrations. From a dataset of hERG Central: cardiac toxicity at 1µM, 10µM, and general inhibition. (1) The compound is O=C(CSc1nc2ccccc2c(=O)n1Cc1ccco1)N1CCCCCC1. Results: hERG_inhib (hERG inhibition (general)): blocker. (2) The molecule is CCOc1ccc(-n2c(SCc3nc(-c4ccc(C)cc4)no3)nnc2-c2ccncc2)cc1. Results: hERG_inhib (hERG inhibition (general)): blocker. (3) The drug is COC(=O)C(NC(=O)c1ccc(F)cc1)(Nc1ncc(S(=O)(=O)c2ccc([N+](=O)[O-])cc2)s1)C(F)(F)F. Results: hERG_inhib (hERG inhibition (general)): blocker.